Dataset: Catalyst prediction with 721,799 reactions and 888 catalyst types from USPTO. Task: Predict which catalyst facilitates the given reaction. (1) Product: [N+:21]([C:3]1[CH:4]=[C:5]([C:8]2[CH2:13][CH2:12][NH:11][CH2:10][CH:9]=2)[CH:6]=[CH:7][C:2]=1[NH2:1])([O-:23])=[O:22]. The catalyst class is: 26. Reactant: [NH2:1][C:2]1[CH:7]=[CH:6][C:5]([C:8]2[CH2:13][CH2:12][N:11](C(OC(C)(C)C)=O)[CH2:10][CH:9]=2)=[CH:4][C:3]=1[N+:21]([O-:23])=[O:22].FC(F)(F)C(O)=O. (2) Reactant: [NH2:1][C:2]1[CH:7]=[CH:6][C:5]([OH:8])=[CH:4][CH:3]=1.C(N(CC)CC)C.[C:16](Cl)(=[O:23])[C:17]1[CH:22]=[CH:21][CH:20]=[CH:19][CH:18]=1. Product: [OH:8][C:5]1[CH:6]=[CH:7][C:2]([NH:1][C:16](=[O:23])[C:17]2[CH:22]=[CH:21][CH:20]=[CH:19][CH:18]=2)=[CH:3][CH:4]=1. The catalyst class is: 3. (3) Reactant: [CH3:1][O:2][CH2:3][CH2:4][O:5][C:6]1[CH:11]=[CH:10][C:9]([N+:12]([O-])=O)=[CH:8][N:7]=1. Product: [CH3:1][O:2][CH2:3][CH2:4][O:5][C:6]1[N:7]=[CH:8][C:9]([NH2:12])=[CH:10][CH:11]=1. The catalyst class is: 19. (4) Reactant: [NH2:1][C:2]1[N:7]=[CH:6][N:5]=[C:4]2[N:8]([CH2:25][C@@H:26]3[CH2:30][CH2:29][CH2:28][N:27]3[C:31](=[O:35])[CH2:32][C:33]#[N:34])[N:9]=[C:10]([C:11]3[CH:16]=[CH:15][C:14]([O:17][C:18]4[CH:23]=[CH:22][CH:21]=[CH:20][CH:19]=4)=[CH:13][C:12]=3[F:24])[C:3]=12.N1CCCCC1.[CH3:42][C:43]([N:47]1[CH2:52][CH2:51][O:50][CH2:49][CH2:48]1)([CH3:46])[CH:44]=O. Product: [NH2:1][C:2]1[N:7]=[CH:6][N:5]=[C:4]2[N:8]([CH2:25][C@@H:26]3[CH2:30][CH2:29][CH2:28][N:27]3[C:31]([C:32](=[CH:42][C:43]([CH3:46])([N:47]3[CH2:52][CH2:51][O:50][CH2:49][CH2:48]3)[CH3:44])[C:33]#[N:34])=[O:35])[N:9]=[C:10]([C:11]3[CH:16]=[CH:15][C:14]([O:17][C:18]4[CH:19]=[CH:20][CH:21]=[CH:22][CH:23]=4)=[CH:13][C:12]=3[F:24])[C:3]=12. The catalyst class is: 8. (5) Reactant: CN(C([O:8]N1N=NC2C=CC=NC1=2)=[N+](C)C)C.F[P-](F)(F)(F)(F)F.[CH2:25]1[CH2:29][O:28][CH2:27][CH2:26]1.[Br:30][C:31]1[CH:36]=[CH:35][C:34]([NH:37][CH2:38][C:39]2[CH:44]=[CH:43][C:42]([F:45])=[CH:41][C:40]=2[C:46]2[CH:47]=[CH:48][C:49]([C:52]([OH:54])=O)=[N:50][CH:51]=2)=[CH:33][C:32]=1[F:55].CC[N:58]([CH:62](C)C)C(C)C. Product: [Br:30][C:31]1[CH:36]=[CH:35][C:34]([NH:37][CH2:38][C:39]2[CH:44]=[CH:43][C:42]([F:45])=[CH:41][C:40]=2[C:46]2[CH:47]=[CH:48][C:49]([C:52]([NH:58][CH2:62][CH2:26][C:27]([O:28][CH2:29][CH3:25])=[O:8])=[O:54])=[N:50][CH:51]=2)=[CH:33][C:32]=1[F:55]. The catalyst class is: 25. (6) Product: [ClH:28].[NH2:24][C:19]1[N:18]=[C:17]([NH:16][C:13]2[CH:12]=[CH:11][C:10]([NH:9][C:7](=[O:8])[C:6]3[CH:25]=[CH:26][C:3]([NH:2][C:29]4[C:38]5[C:33](=[CH:34][CH:35]=[C:36]([N:39]([CH3:41])[CH3:40])[CH:37]=5)[N:32]=[CH:31][CH:30]=4)=[CH:4][CH:5]=3)=[CH:15][CH:14]=2)[CH:22]=[C:21]([CH3:23])[N:20]=1. Reactant: Cl.[NH2:2][C:3]1[CH:26]=[CH:25][C:6]([C:7]([NH:9][C:10]2[CH:15]=[CH:14][C:13]([NH:16][C:17]3[CH:22]=[C:21]([CH3:23])[N:20]=[C:19]([NH2:24])[N:18]=3)=[CH:12][CH:11]=2)=[O:8])=[CH:5][CH:4]=1.Cl.[Cl:28][C:29]1[C:38]2[C:33](=[CH:34][CH:35]=[C:36]([N:39]([CH3:41])[CH3:40])[CH:37]=2)[N:32]=[CH:31][CH:30]=1.O=[O+][O-]. The catalyst class is: 315. (7) Product: [C:2]1([N:8]2[CH:12]=[CH:11][CH:10]=[N:9]2)[CH:7]=[CH:6][CH:5]=[CH:4][CH:3]=1. The catalyst class is: 10. Reactant: Br[C:2]1[CH:7]=[CH:6][CH:5]=[CH:4][CH:3]=1.[NH:8]1[CH:12]=[CH:11][CH:10]=[N:9]1. (8) Reactant: Br[C:2]1[CH:14]=[C:13]([Cl:15])[CH:12]=[CH:11][C:3]=1[O:4][CH:5]1[CH2:10][CH2:9][CH2:8][CH2:7][O:6]1.[N:16]1[CH:21]=[CH:20][C:19](B(O)O)=[CH:18][CH:17]=1.C(=O)([O-])[O-].[Cs+].[Cs+]. Product: [Cl:15][C:13]1[CH:12]=[CH:11][C:3]([O:4][CH:5]2[CH2:10][CH2:9][CH2:8][CH2:7][O:6]2)=[C:2]([C:19]2[CH:20]=[CH:21][N:16]=[CH:17][CH:18]=2)[CH:14]=1. The catalyst class is: 12.